Dataset: Catalyst prediction with 721,799 reactions and 888 catalyst types from USPTO. Task: Predict which catalyst facilitates the given reaction. (1) Reactant: [Cl:1][C:2]1[CH:3]=[C:4]([N:9]2[CH:13]=[CH:12][C:11]([NH:14][C:15](=O)[CH2:16][N:17]3[CH2:22][CH2:21][O:20][CH2:19][CH2:18]3)=[N:10]2)[CH:5]=[CH:6][C:7]=1[Cl:8].CSC.B.O.Cl. Product: [Cl:1][C:2]1[CH:3]=[C:4]([N:9]2[CH:13]=[CH:12][C:11]([NH:14][CH2:15][CH2:16][N:17]3[CH2:18][CH2:19][O:20][CH2:21][CH2:22]3)=[N:10]2)[CH:5]=[CH:6][C:7]=1[Cl:8]. The catalyst class is: 83. (2) The catalyst class is: 1. Reactant: [Si]([O:18][CH2:19][CH2:20][CH:21]1[CH2:23][CH:22]1[C@@H:24]([NH:29][C:30](=[O:39])[O:31][CH2:32][C:33]1[CH:38]=[CH:37][CH:36]=[CH:35][CH:34]=1)[CH2:25][CH:26]([CH3:28])[CH3:27])(C(C)(C)C)(C1C=CC=CC=1)C1C=CC=CC=1.CCCC[N+](CCCC)(CCCC)CCCC.[F-]. Product: [OH:18][CH2:19][CH2:20][CH:21]1[CH2:23][CH:22]1[C@@H:24]([NH:29][C:30](=[O:39])[O:31][CH2:32][C:33]1[CH:34]=[CH:35][CH:36]=[CH:37][CH:38]=1)[CH2:25][CH:26]([CH3:27])[CH3:28]. (3) Reactant: [CH:1]1([CH:7]([OH:25])[C:8]2([C:22]([OH:24])=[O:23])[C:12](O)([CH3:13])[CH:11]([CH2:15][CH2:16][CH2:17][CH2:18][CH2:19][CH3:20])[C:10](=[O:21])[NH:9]2)[CH2:6][CH2:5][CH2:4][CH:3]=[CH:2]1.C(N(CC)CC)C.C1N(P(Cl)(N2C(=O)OCC2)=O)C(=O)OC1.C(=O)([O-])O.[Na+]. Product: [CH:1]1([CH:7]([OH:25])[C:8]23[C:22](=[O:24])[O:23][C:12]2([CH3:13])[CH:11]([CH2:15][CH2:16][CH2:17][CH2:18][CH2:19][CH3:20])[C:10](=[O:21])[NH:9]3)[CH2:6][CH2:5][CH2:4][CH:3]=[CH:2]1. The catalyst class is: 4. (4) Reactant: [NH2:1][C:2]([C:4]1[CH:5]=[N:6][C:7]2[C:12]([C:13]=1[NH:14][C:15]1[CH:20]=[CH:19][C:18]([Cl:21])=[C:17]([Cl:22])[CH:16]=1)=[CH:11][C:10]([CH2:23][CH2:24][CH2:25][NH:26]C(=O)OC(C)(C)C)=[C:9]([O:34][CH3:35])[CH:8]=2)=[O:3]. Product: [NH2:26][CH2:25][CH2:24][CH2:23][C:10]1[CH:11]=[C:12]2[C:7](=[CH:8][C:9]=1[O:34][CH3:35])[N:6]=[CH:5][C:4]([C:2]([NH2:1])=[O:3])=[C:13]2[NH:14][C:15]1[CH:20]=[CH:19][C:18]([Cl:21])=[C:17]([Cl:22])[CH:16]=1. The catalyst class is: 137. (5) Reactant: [N:1]1[CH:6]=[CH:5][CH:4]=[CH:3][C:2]=1[C:7]1[CH:8]=[CH:9][C:10](=O)[NH:11][N:12]=1.P12(SP3(SP(SP(S3)(S1)=S)(=S)S2)=S)=[S:15]. Product: [N:1]1[CH:6]=[CH:5][CH:4]=[CH:3][C:2]=1[C:7]1[CH:8]=[CH:9][C:10](=[S:15])[NH:11][N:12]=1. The catalyst class is: 228.